This data is from NCI-60 drug combinations with 297,098 pairs across 59 cell lines. The task is: Regression. Given two drug SMILES strings and cell line genomic features, predict the synergy score measuring deviation from expected non-interaction effect. (1) Drug 1: CC1C(C(CC(O1)OC2CC(CC3=C2C(=C4C(=C3O)C(=O)C5=C(C4=O)C(=CC=C5)OC)O)(C(=O)C)O)N)O.Cl. Drug 2: CN(C)C1=NC(=NC(=N1)N(C)C)N(C)C. Cell line: U251. Synergy scores: CSS=35.3, Synergy_ZIP=2.30, Synergy_Bliss=1.14, Synergy_Loewe=-80.9, Synergy_HSA=-0.881. (2) Drug 1: CN1C(=O)N2C=NC(=C2N=N1)C(=O)N. Drug 2: CC1=C(N=C(N=C1N)C(CC(=O)N)NCC(C(=O)N)N)C(=O)NC(C(C2=CN=CN2)OC3C(C(C(C(O3)CO)O)O)OC4C(C(C(C(O4)CO)O)OC(=O)N)O)C(=O)NC(C)C(C(C)C(=O)NC(C(C)O)C(=O)NCCC5=NC(=CS5)C6=NC(=CS6)C(=O)NCCC[S+](C)C)O. Cell line: NCI-H460. Synergy scores: CSS=31.6, Synergy_ZIP=1.65, Synergy_Bliss=1.61, Synergy_Loewe=-29.3, Synergy_HSA=0.603. (3) Drug 1: C1CN1P(=S)(N2CC2)N3CC3. Drug 2: CS(=O)(=O)CCNCC1=CC=C(O1)C2=CC3=C(C=C2)N=CN=C3NC4=CC(=C(C=C4)OCC5=CC(=CC=C5)F)Cl. Cell line: A498. Synergy scores: CSS=8.19, Synergy_ZIP=-3.65, Synergy_Bliss=-0.372, Synergy_Loewe=-4.41, Synergy_HSA=-2.11. (4) Cell line: HS 578T. Drug 2: C1CCC(C(C1)N)N.C(=O)(C(=O)[O-])[O-].[Pt+4]. Drug 1: COC1=C2C(=CC3=C1OC=C3)C=CC(=O)O2. Synergy scores: CSS=10.7, Synergy_ZIP=-2.68, Synergy_Bliss=0.119, Synergy_Loewe=-2.14, Synergy_HSA=1.46. (5) Drug 1: CC1=CC=C(C=C1)C2=CC(=NN2C3=CC=C(C=C3)S(=O)(=O)N)C(F)(F)F. Drug 2: CS(=O)(=O)CCNCC1=CC=C(O1)C2=CC3=C(C=C2)N=CN=C3NC4=CC(=C(C=C4)OCC5=CC(=CC=C5)F)Cl. Cell line: M14. Synergy scores: CSS=-2.59, Synergy_ZIP=-2.46, Synergy_Bliss=-7.96, Synergy_Loewe=-9.20, Synergy_HSA=-6.14. (6) Drug 1: CC=C1C(=O)NC(C(=O)OC2CC(=O)NC(C(=O)NC(CSSCCC=C2)C(=O)N1)C(C)C)C(C)C. Drug 2: CC1CCCC2(C(O2)CC(NC(=O)CC(C(C(=O)C(C1O)C)(C)C)O)C(=CC3=CSC(=N3)C)C)C. Cell line: HL-60(TB). Synergy scores: CSS=93.3, Synergy_ZIP=-0.429, Synergy_Bliss=0.168, Synergy_Loewe=0.400, Synergy_HSA=-0.331. (7) Drug 1: CC12CCC3C(C1CCC2O)C(CC4=C3C=CC(=C4)O)CCCCCCCCCS(=O)CCCC(C(F)(F)F)(F)F. Drug 2: CN(CC1=CN=C2C(=N1)C(=NC(=N2)N)N)C3=CC=C(C=C3)C(=O)NC(CCC(=O)O)C(=O)O. Cell line: SW-620. Synergy scores: CSS=45.4, Synergy_ZIP=7.69, Synergy_Bliss=5.17, Synergy_Loewe=-34.8, Synergy_HSA=2.91.